Dataset: Retrosynthesis with 50K atom-mapped reactions and 10 reaction types from USPTO. Task: Predict the reactants needed to synthesize the given product. Given the product COc1ccc(C(=O)c2ccccn2)c(Cl)c1Cl, predict the reactants needed to synthesize it. The reactants are: COc1ccc(C(O)c2ccccn2)c(Cl)c1Cl.